This data is from Full USPTO retrosynthesis dataset with 1.9M reactions from patents (1976-2016). The task is: Predict the reactants needed to synthesize the given product. Given the product [C:6]1([CH3:15])[CH:11]=[CH:10][C:9]([C:12]([C:20]#[N:21])=[O:13])=[CH:8][CH:7]=1, predict the reactants needed to synthesize it. The reactants are: [Sn](Cl)(Cl)(Cl)Cl.[C:6]1([CH3:15])[CH:11]=[CH:10][C:9]([C:12](Cl)=[O:13])=[CH:8][CH:7]=1.[Si]([C:20]#[N:21])(C)(C)C.